Dataset: Forward reaction prediction with 1.9M reactions from USPTO patents (1976-2016). Task: Predict the product of the given reaction. (1) Given the reactants [F:1][C:2]1[C:3]([C:15]2[CH:20]=[CH:19][CH:18]=[CH:17][N:16]=2)=[C:4]([NH:11][CH:12]([CH3:14])[CH3:13])[C:5]([N+:8]([O-])=O)=[CH:6][CH:7]=1, predict the reaction product. The product is: [F:1][C:2]1[C:3]([C:15]2[CH:20]=[CH:19][CH:18]=[CH:17][N:16]=2)=[C:4]([NH:11][CH:12]([CH3:13])[CH3:14])[C:5]([NH2:8])=[CH:6][CH:7]=1. (2) Given the reactants [ClH:1].[CH2:2]([C:5]1([NH2:15])[CH2:10][C:9]([CH3:12])([CH3:11])[CH2:8][C:7]([CH3:14])([CH3:13])[CH2:6]1)C=C.[H-].[Al+3].[Li+].[H-].[H-].[H-].[CH2:22](OCC)C, predict the reaction product. The product is: [ClH:1].[CH3:11][C:9]12[CH2:10][C:5]([CH3:2])([N:15]([CH3:22])[CH2:12]1)[CH2:6][C:7]([CH3:14])([CH3:13])[CH2:8]2. (3) Given the reactants [CH3:1][O:2][C:3]1[CH:8]=[C:7]([CH3:9])[CH:6]=[CH:5][C:4]=1[O:10][CH2:11][CH2:12][CH2:13][O:14][CH3:15].[Br:16]N1C(=O)CCC1=O, predict the reaction product. The product is: [Br:16][C:6]1[CH:5]=[C:4]([O:10][CH2:11][CH2:12][CH2:13][O:14][CH3:15])[C:3]([O:2][CH3:1])=[CH:8][C:7]=1[CH3:9]. (4) The product is: [CH3:19][O:18][C:14]1[S:13][C:12]2=[N:11][C:10]([C:8]3[O:9][C:5]4[CH:4]=[C:3]([O:2][CH3:1])[CH:21]=[C:20]([O:22][CH2:35][C:33]5[N:34]=[C:30]([C:24]6([CH3:23])[CH2:29][CH2:28][O:27][CH2:26][CH2:25]6)[S:31][CH:32]=5)[C:6]=4[CH:7]=3)=[CH:17][N:16]2[N:15]=1. Given the reactants [CH3:1][O:2][C:3]1[CH:4]=[C:5]2[O:9][C:8]([C:10]3[N:11]=[C:12]4[N:16]([CH:17]=3)[N:15]=[C:14]([O:18][CH3:19])[S:13]4)=[CH:7][C:6]2=[C:20]([OH:22])[CH:21]=1.[CH3:23][C:24]1([C:30]2[S:31][CH:32]=[C:33]([CH2:35]O)[N:34]=2)[CH2:29][CH2:28][O:27][CH2:26][CH2:25]1.C(P(CCCC)CCCC)CCC.C1CCN(C(N=NC(N2CCCCC2)=O)=O)CC1, predict the reaction product. (5) Given the reactants C([O:3][C:4]([C:6]1[S:7][C:8]2[CH2:9][CH2:10][O:11][C:12]3[CH:19]=[CH:18][C:17]([C:20]#[N:21])=[CH:16][C:13]=3[C:14]=2[N:15]=1)=[O:5])C.[OH-].[Na+].Cl, predict the reaction product. The product is: [C:20]([C:17]1[CH:18]=[CH:19][C:12]2[O:11][CH2:10][CH2:9][C:8]3[S:7][C:6]([C:4]([OH:5])=[O:3])=[N:15][C:14]=3[C:13]=2[CH:16]=1)#[N:21]. (6) Given the reactants Cl.[Cl:2][C:3]1[CH:4]=[C:5]2[C:9](=[CH:10][CH:11]=1)[NH:8][C:7]([C:12]1[CH:13]=[N:14][CH:15]=[CH:16][CH:17]=1)=[C:6]2[CH3:18].Br[CH2:20][C:21]1[CH:22]=[C:23]([CH:26]=[CH:27][CH:28]=1)[C:24]#[N:25], predict the reaction product. The product is: [Cl:2][C:3]1[CH:4]=[C:5]2[C:9](=[CH:10][CH:11]=1)[N:8]([CH2:20][C:21]1[CH:22]=[C:23]([CH:26]=[CH:27][CH:28]=1)[C:24]#[N:25])[C:7]([C:12]1[CH:13]=[N:14][CH:15]=[CH:16][CH:17]=1)=[C:6]2[CH3:18]. (7) Given the reactants [C:1]([C:5]1[CH:10]=[CH:9][C:8]([C:11]2[N:15]=[C:14]([C:16]3[CH:20]=[C:19]([CH3:21])[N:18]([CH2:22][C:23]4[CH:28]=[CH:27][N:26]=[C:25](Cl)[CH:24]=4)[N:17]=3)[O:13][N:12]=2)=[CH:7][CH:6]=1)([CH3:4])([CH3:3])[CH3:2].[NH:30]1[CH2:35][CH2:34][NH:33][CH2:32][CH2:31]1.O, predict the reaction product. The product is: [C:1]([C:5]1[CH:10]=[CH:9][C:8]([C:11]2[N:15]=[C:14]([C:16]3[CH:20]=[C:19]([CH3:21])[N:18]([CH2:22][C:23]4[CH:28]=[CH:27][N:26]=[C:25]([N:30]5[CH2:35][CH2:34][NH:33][CH2:32][CH2:31]5)[CH:24]=4)[N:17]=3)[O:13][N:12]=2)=[CH:7][CH:6]=1)([CH3:4])([CH3:3])[CH3:2].